This data is from Full USPTO retrosynthesis dataset with 1.9M reactions from patents (1976-2016). The task is: Predict the reactants needed to synthesize the given product. Given the product [CH2:1]([O:5][C:6]1[CH:7]=[CH:8][C:9]([C:12]([OH:14])=[O:13])=[N:10][CH:11]=1)[C:2]#[C:3][CH3:4], predict the reactants needed to synthesize it. The reactants are: [CH2:1]([O:5][C:6]1[CH:7]=[CH:8][C:9]([C:12]([O:14]C)=[O:13])=[N:10][CH:11]=1)[C:2]#[C:3][CH3:4].[OH-].[Li+].CCOC(C)=O.Cl.